Dataset: Full USPTO retrosynthesis dataset with 1.9M reactions from patents (1976-2016). Task: Predict the reactants needed to synthesize the given product. Given the product [CH3:1][O:2][C:3]1[CH:4]=[CH:5][C:6]([NH:14][C:26](=[O:28])[CH3:27])=[C:7]([O:8][CH2:9][C@H:10]2[CH2:12][O:11]2)[CH:13]=1, predict the reactants needed to synthesize it. The reactants are: [CH3:1][O:2][C:3]1[CH:4]=[CH:5][C:6]([N+:14]([O-])=O)=[C:7]([CH:13]=1)[O:8][CH2:9][C@H:10]1[CH2:12][O:11]1.C(N(C(C)C)C(C)C)C.[C:26](OC(=O)C)(=[O:28])[CH3:27].